Dataset: Forward reaction prediction with 1.9M reactions from USPTO patents (1976-2016). Task: Predict the product of the given reaction. (1) Given the reactants [CH3:1][C:2]1[CH:3]=[C:4]([NH:8][C:9]2[C:10]([NH2:15])=[CH:11][CH:12]=[CH:13][CH:14]=2)[CH:5]=[CH:6][CH:7]=1.[S:16](N)(N)(=[O:18])=[O:17], predict the reaction product. The product is: [CH3:1][C:2]1[CH:3]=[C:4]([N:8]2[C:9]3[CH:14]=[CH:13][CH:12]=[CH:11][C:10]=3[NH:15][S:16]2(=[O:18])=[O:17])[CH:5]=[CH:6][CH:7]=1. (2) Given the reactants [Li]CCCC.N12CCN(CC1)CC2.[Cl:14][C:15]1[CH:20]=[CH:19][CH:18]=[C:17]([Cl:21])[N:16]=1.CON(C)[C:25](=[O:32])[C:26]1[CH:31]=[CH:30][CH:29]=[CH:28][CH:27]=1, predict the reaction product. The product is: [Cl:14][C:15]1[C:20]([C:25]([C:26]2[CH:31]=[CH:30][CH:29]=[CH:28][CH:27]=2)=[O:32])=[CH:19][CH:18]=[C:17]([Cl:21])[N:16]=1.